This data is from Forward reaction prediction with 1.9M reactions from USPTO patents (1976-2016). The task is: Predict the product of the given reaction. (1) Given the reactants C(P([CH:7]([CH:13]([CH3:15])C)[C:8]([O:10][CH2:11][CH3:12])=[O:9])(CC)=O)C.[H-].[Na+].C([O:25][C:26]1[CH:27]=[C:28]2[C:32](=[CH:33][CH:34]=1)[N:31]([CH3:35])[CH:30]=C2C=O)C1C=CC=CC=1.[Cl-].[NH4+], predict the reaction product. The product is: [OH:25][C:26]1[CH:34]=[C:33]2[C:32](=[CH:28][CH:27]=1)[N:31]([CH3:35])[CH:30]=[C:15]2[CH2:13][CH:7]([O:9][CH2:8][CH2:7][CH3:13])[C:8]([O:10][CH2:11][CH3:12])=[O:9]. (2) Given the reactants [CH3:1][O:2][C:3]1[CH:8]=[CH:7][C:6]([CH:9]2[CH:14]3[CH:10]2[C:11](=[O:16])O[C:13]3=[O:15])=[CH:5][CH:4]=1.[CH3:17][O:18][C:19]1[CH:24]=[CH:23][C:22]([CH2:25][NH2:26])=[CH:21][CH:20]=1, predict the reaction product. The product is: [CH3:17][O:18][C:19]1[CH:24]=[CH:23][C:22]([CH2:25][N:26]2[C:11](=[O:16])[CH:10]3[CH:14]([CH:9]3[C:6]3[CH:5]=[CH:4][C:3]([O:2][CH3:1])=[CH:8][CH:7]=3)[C:13]2=[O:15])=[CH:21][CH:20]=1. (3) The product is: [Cl:15][C:16]1[CH:24]=[C:23]([S:25]([CH2:28][C@H:29]([OH:36])[C:30]2[CH:31]=[CH:32][CH:33]=[CH:34][CH:35]=2)(=[O:26])=[O:27])[CH:22]=[CH:21][C:17]=1[C:18]([NH:6][C:5]1[CH:7]=[CH:8][C:2]([Cl:1])=[C:3]([C:9]2[CH:14]=[CH:13][CH:12]=[CH:11][N:10]=2)[CH:4]=1)=[O:19]. Given the reactants [Cl:1][C:2]1[CH:8]=[CH:7][C:5]([NH2:6])=[CH:4][C:3]=1[C:9]1[CH:14]=[CH:13][CH:12]=[CH:11][N:10]=1.[Cl:15][C:16]1[CH:24]=[C:23]([S:25]([CH2:28][C@H:29]([OH:36])[C:30]2[CH:35]=[CH:34][CH:33]=[CH:32][CH:31]=2)(=[O:27])=[O:26])[CH:22]=[CH:21][C:17]=1[C:18](O)=[O:19], predict the reaction product. (4) The product is: [C:1]([O:5][C:6]([N:8]1[CH2:13][CH2:12][CH2:11][C@@H:10]([N:14]2[C:18]3[CH:19]=[CH:20][CH:21]=[CH:22][C:17]=3[N:16]=[C:15]2[C@@H:23]([NH:25][C:27]2[N:35]=[CH:34][N:33]=[C:32]3[C:28]=2[N:29]=[CH:30][N:31]3[CH:36]2[CH2:41][CH2:40][CH2:39][CH2:38][O:37]2)[CH3:24])[CH2:9]1)=[O:7])([CH3:4])([CH3:2])[CH3:3]. Given the reactants [C:1]([O:5][C:6]([N:8]1[CH2:13][CH2:12][CH2:11][C@@H:10]([N:14]2[C:18]3[CH:19]=[CH:20][CH:21]=[CH:22][C:17]=3[N:16]=[C:15]2[C@@H:23]([NH2:25])[CH3:24])[CH2:9]1)=[O:7])([CH3:4])([CH3:3])[CH3:2].Cl[C:27]1[N:35]=[CH:34][N:33]=[C:32]2[C:28]=1[N:29]=[CH:30][N:31]2[CH:36]1[CH2:41][CH2:40][CH2:39][CH2:38][O:37]1.CCN(C(C)C)C(C)C, predict the reaction product. (5) Given the reactants [CH3:1][C:2]1[N:7]=[C:6]2[S:8][C:9]3[CH2:14][CH2:13][CH2:12][CH2:11][C:10]=3[C:5]2=[C:4]([C:15]2[CH:20]=[CH:19][C:18]([Cl:21])=[C:17]([Cl:22])[CH:16]=2)[C:3]=1[CH:23]([CH2:28][CH2:29][CH3:30])[C:24]([O:26]C)=[O:25].[OH-].[Na+], predict the reaction product. The product is: [CH3:1][C:2]1[N:7]=[C:6]2[S:8][C:9]3[CH2:14][CH2:13][CH2:12][CH2:11][C:10]=3[C:5]2=[C:4]([C:15]2[CH:20]=[CH:19][C:18]([Cl:21])=[C:17]([Cl:22])[CH:16]=2)[C:3]=1[CH:23]([CH2:28][CH2:29][CH3:30])[C:24]([OH:26])=[O:25].